From a dataset of Forward reaction prediction with 1.9M reactions from USPTO patents (1976-2016). Predict the product of the given reaction. (1) Given the reactants [CH2:1]([NH2:8])[C:2]1[CH:7]=[CH:6][CH:5]=[CH:4][CH:3]=1.[CH2:9]=O.[C:11]([CH:14]1[CH2:18][CH2:17][O:16][C:15]1=[O:19])(=[O:13])[CH3:12], predict the reaction product. The product is: [C:11]([C:14]1([CH2:9][NH:8][CH2:1][C:2]2[CH:7]=[CH:6][CH:5]=[CH:4][CH:3]=2)[CH2:18][CH2:17][O:16][C:15]1=[O:19])(=[O:13])[CH3:12]. (2) Given the reactants [C@H:1]12[CH2:6][C@H:5]1[CH2:4][NH:3][C@@H:2]2[CH2:7][NH:8][C:9]([C:11]1[N:18]2[C:14]([S:15][CH:16]=[CH:17]2)=[N:13][C:12]=1[CH3:19])=[O:10].[CH:20]1([C:26]2[CH:34]=[CH:33][CH:32]=[CH:31][C:27]=2[C:28](O)=[O:29])[CH2:25][CH2:24][CH2:23][CH2:22][CH2:21]1, predict the reaction product. The product is: [CH:20]1([C:26]2[CH:34]=[CH:33][CH:32]=[CH:31][C:27]=2[C:28]([N:3]2[CH2:4][C@H:5]3[C@H:1]([CH2:6]3)[C@H:2]2[CH2:7][NH:8][C:9]([C:11]2[N:18]3[C:14]([S:15][CH:16]=[CH:17]3)=[N:13][C:12]=2[CH3:19])=[O:10])=[O:29])[CH2:21][CH2:22][CH2:23][CH2:24][CH2:25]1. (3) Given the reactants Br[CH2:2][CH2:3][CH2:4][O:5][C@H:6]1[CH2:11][CH2:10][C@H:9]([N:12]([CH3:26])[S:13]([C:16]2[CH:21]=[CH:20][C:19]([C:22]([F:25])([F:24])[F:23])=[CH:18][CH:17]=2)(=[O:15])=[O:14])[CH2:8][CH2:7]1.CC(O)[C:29]#[N:30].N12CCCN=C1CCCCC2, predict the reaction product. The product is: [C:29]([CH2:2][CH2:3][CH2:4][O:5][C@H:6]1[CH2:11][CH2:10][C@H:9]([N:12]([CH3:26])[S:13]([C:16]2[CH:21]=[CH:20][C:19]([C:22]([F:25])([F:24])[F:23])=[CH:18][CH:17]=2)(=[O:15])=[O:14])[CH2:8][CH2:7]1)#[N:30]. (4) Given the reactants Br[C:2]1[CH:3]=[C:4]2[C:8](=[C:9]([F:11])[CH:10]=1)[NH:7][C:6](=[O:12])[C:5]2([CH3:14])[CH3:13].[C:15]([O:19][C:20]([N:22]1[CH:26]=[CH:25][CH:24]=[C:23]1B(O)O)=[O:21])([CH3:18])([CH3:17])[CH3:16].[F-].[K+].C1COCC1, predict the reaction product. The product is: [F:11][C:9]1[CH:10]=[C:2]([C:23]2[N:22]([C:20]([O:19][C:15]([CH3:18])([CH3:17])[CH3:16])=[O:21])[CH:26]=[CH:25][CH:24]=2)[CH:3]=[C:4]2[C:8]=1[NH:7][C:6](=[O:12])[C:5]2([CH3:14])[CH3:13]. (5) Given the reactants [Cl:1][C:2]1[C:3](=[O:33])[N:4]([CH2:19][C:20]([C:22]2[CH:27]=[CH:26][C:25]([N:28]([CH2:31][CH3:32])[CH2:29][CH3:30])=[CH:24][CH:23]=2)=[O:21])[N:5]=[CH:6][C:7]=1[NH:8][C@@H:9]1[CH2:14][C@@H:13]2[CH2:15][C@@H:11]([C:12]2([CH3:17])[CH3:16])[C@H:10]1[CH3:18].[H-].[Al+3].[Li+].[H-].[H-].[H-].[OH-].[Na+], predict the reaction product. The product is: [Cl:1][C:2]1[C:3](=[O:33])[N:4]([CH2:19][CH:20]([C:22]2[CH:27]=[CH:26][C:25]([N:28]([CH2:31][CH3:32])[CH2:29][CH3:30])=[CH:24][CH:23]=2)[OH:21])[N:5]=[CH:6][C:7]=1[NH:8][C@@H:9]1[CH2:14][C@@H:13]2[CH2:15][C@@H:11]([C:12]2([CH3:16])[CH3:17])[C@H:10]1[CH3:18]. (6) Given the reactants [H-].[Al+3].[Li+].[H-].[H-].[H-].[CH3:7][O:8][CH:9]1[CH2:14][CH2:13][CH:12]([C:15](OC)=[O:16])[CH2:11][CH2:10]1, predict the reaction product. The product is: [CH3:7][O:8][CH:9]1[CH2:14][CH2:13][CH:12]([CH2:15][OH:16])[CH2:11][CH2:10]1.